This data is from Catalyst prediction with 721,799 reactions and 888 catalyst types from USPTO. The task is: Predict which catalyst facilitates the given reaction. (1) Reactant: [Cl:1][C:2]1[CH:3]=[C:4]([CH:30]=[CH:31][C:32]=1[Cl:33])[C:5]([NH:7][C:8]1[CH:9]=[CH:10][C:11]([O:14][C:15]2[CH:20]=[CH:19][C:18]([CH2:21][CH2:22][CH2:23][CH2:24][C:25](OCC)=[O:26])=[CH:17][CH:16]=2)=[N:12][CH:13]=1)=[O:6].[BH4-].[Na+].Cl. Product: [Cl:1][C:2]1[CH:3]=[C:4]([CH:30]=[CH:31][C:32]=1[Cl:33])[C:5]([NH:7][C:8]1[CH:13]=[N:12][C:11]([O:14][C:15]2[CH:20]=[CH:19][C:18]([CH2:21][CH2:22][CH2:23][CH2:24][CH2:25][OH:26])=[CH:17][CH:16]=2)=[CH:10][CH:9]=1)=[O:6]. The catalyst class is: 1. (2) Reactant: [Br:1][C:2]1[CH:7]=[CH:6][C:5]([NH:8][C:9]2[CH:20]=[N:19][CH:18]=[CH:17][C:10]=2[C:11]([NH:13][O:14][CH2:15][CH3:16])=[O:12])=[C:4]([CH3:21])[CH:3]=1.ClC1C=CC=C(C(OO)=[O:30])C=1. Product: [Br:1][C:2]1[CH:7]=[CH:6][C:5]([NH:8][C:9]2[CH:20]=[N+:19]([O-:30])[CH:18]=[CH:17][C:10]=2[C:11]([NH:13][O:14][CH2:15][CH3:16])=[O:12])=[C:4]([CH3:21])[CH:3]=1. The catalyst class is: 2. (3) Reactant: Cl.[NH2:2][C@H:3]1[CH2:7][CH2:6][CH2:5][C@@H:4]1[NH:8][C:9](=[O:20])[C:10]1[C:15]([O:16][CH3:17])=[CH:14][CH:13]=[CH:12][C:11]=1[O:18][CH3:19].C1C=CC(P(C2C(C3C(P(C4C=CC=CC=4)C4C=CC=CC=4)=CC=C4C=3C=CC=C4)=C3C(C=CC=C3)=CC=2)C2C=CC=CC=2)=CC=1.C(=O)([O-])[O-].[Cs+].[Cs+].Cl[C:74]1[CH:83]=[N:82][C:81]2[C:76](=[CH:77][CH:78]=[CH:79][CH:80]=2)[N:75]=1. Product: [CH3:17][O:16][C:15]1[CH:14]=[CH:13][CH:12]=[C:11]([O:18][CH3:19])[C:10]=1[C:9]([NH:8][C@H:4]1[CH2:5][CH2:6][CH2:7][C@@H:3]1[NH:2][C:74]1[CH:83]=[N:82][C:81]2[C:76](=[CH:77][CH:78]=[CH:79][CH:80]=2)[N:75]=1)=[O:20]. The catalyst class is: 491. (4) Reactant: [F:1][C:2]1[CH:7]=[CH:6][C:5]([OH:8])=[CH:4][CH:3]=1.[H-].[Na+].Cl[C:12]1[N:20]=[CH:19][CH:18]=[CH:17][C:13]=1[C:14]([OH:16])=[O:15].O. Product: [F:1][C:2]1[CH:7]=[CH:6][C:5]([O:8][C:12]2[N:20]=[CH:19][CH:18]=[CH:17][C:13]=2[C:14]([OH:16])=[O:15])=[CH:4][CH:3]=1. The catalyst class is: 3.